This data is from Reaction yield outcomes from USPTO patents with 853,638 reactions. The task is: Predict the reaction yield, written as a fraction of the theoretical maximum amount of product (1.0 means a 100% yield; for example, 0.34 means a 34% yield). (1) The reactants are [CH3:1][C@@H:2]1[CH2:6][N:5]([C:7]([O:9][C:10]([CH3:13])([CH3:12])[CH3:11])=[O:8])[C@H:4]([C:14]2[NH:15][CH:16]=[C:17]([C:19]3[CH:24]=[CH:23][C:22](B4OC(C)(C)C(C)(C)O4)=[CH:21][CH:20]=3)[N:18]=2)[CH2:3]1.Br[C:35]1[CH:40]=[CH:39][C:38]([C:41]2[S:61][C:44]3[N:45]=[C:46]([CH:48]4[CH2:52][CH:51]([CH3:53])[CH2:50][N:49]4[C:54]([O:56][C:57]([CH3:60])([CH3:59])[CH3:58])=[O:55])[NH:47][C:43]=3[CH:42]=2)=[CH:37][CH:36]=1.C([O-])(O)=O.[Na+].N#N. The catalyst is C(O)(C)C.CCOC(C)=O.O.CC([O-])=O.CC([O-])=O.[Pd+2]. The product is [C:10]([O:9][C:7]([N:5]1[CH2:6][C@@H:2]([CH3:1])[CH2:3][C@H:4]1[C:14]1[NH:18][C:17]([C:19]2[CH:24]=[CH:23][C:22]([C:35]3[CH:40]=[CH:39][C:38]([C:41]4[S:61][C:44]5[N:45]=[C:46]([C@@H:48]6[CH2:52][C@H:51]([CH3:53])[CH2:50][N:49]6[C:54]([O:56][C:57]([CH3:60])([CH3:59])[CH3:58])=[O:55])[NH:47][C:43]=5[CH:42]=4)=[CH:37][CH:36]=3)=[CH:21][CH:20]=2)=[CH:16][N:15]=1)=[O:8])([CH3:12])([CH3:13])[CH3:11]. The yield is 0.570. (2) The reactants are Cl.C([O:9][C:10]1[CH:19]=[C:18]2[C:13]([C:14]([NH:20][C:21]3[CH:26]=[CH:25][C:24]([Cl:27])=[CH:23][C:22]=3[F:28])=[N:15][CH:16]=[N:17]2)=[CH:12][C:11]=1[O:29][CH3:30])C1C=CC=CC=1. The catalyst is C(O)(C(F)(F)F)=O. The product is [Cl:27][C:24]1[CH:25]=[CH:26][C:21]([NH:20][C:14]2[C:13]3[C:18](=[CH:19][C:10]([OH:9])=[C:11]([O:29][CH3:30])[CH:12]=3)[N:17]=[CH:16][N:15]=2)=[C:22]([F:28])[CH:23]=1. The yield is 0.720. (3) The reactants are Cl[C:2]1[N:10]=[CH:9][C:8]([F:11])=[CH:7][C:3]=1[C:4]([OH:6])=[O:5].[NH2:12][C:13]1[CH:14]=[C:15]([CH:27]=[CH:28][CH:29]=1)[C:16]([NH:18][CH:19]1[CH:24]2[CH2:25][CH2:26][N:21]([CH2:22][CH2:23]2)[CH2:20]1)=[O:17]. No catalyst specified. The product is [N:21]12[CH2:22][CH2:23][CH:24]([CH2:25][CH2:26]1)[CH:19]([NH:18][C:16]([C:15]1[CH:14]=[C:13]([NH:12][C:2]3[N:10]=[CH:9][C:8]([F:11])=[CH:7][C:3]=3[C:4]([OH:6])=[O:5])[CH:29]=[CH:28][CH:27]=1)=[O:17])[CH2:20]2. The yield is 0.170. (4) The reactants are [C:1]([C:3]1[CH:4]=[C:5]([NH:9][C:10]2[CH2:14][CH2:13][C:12](=[O:15])[C:11]=2[CH3:16])[CH:6]=[CH:7][CH:8]=1)#[CH:2].[N:17]([C:20]1[CH:25]=[CH:24][CH:23]=[CH:22][CH:21]=1)=[N+:18]=[N-:19].O=C1O[C@H]([C@H](CO)O)C([O-])=C1O.[Na+]. The catalyst is O.C(O)(C)(C)C.O.O.O.O.O.S([O-])([O-])(=O)=O.[Cu+2]. The product is [CH3:16][C:11]1[C:12](=[O:15])[CH2:13][CH2:14][C:10]=1[NH:9][C:5]1[CH:6]=[CH:7][CH:8]=[C:3]([C:1]2[N:19]=[N:18][N:17]([C:20]3[CH:25]=[CH:24][CH:23]=[CH:22][CH:21]=3)[CH:2]=2)[CH:4]=1. The yield is 0.960.